Dataset: Reaction yield outcomes from USPTO patents with 853,638 reactions. Task: Predict the reaction yield, written as a fraction of the theoretical maximum amount of product (1.0 means a 100% yield; for example, 0.34 means a 34% yield). (1) The reactants are [Li+].[OH-].[CH3:3][C:4]1[CH:9]=[C:8]([CH3:10])[CH:7]=[C:6]([CH3:11])[C:5]=1[NH:12][C:13]([NH:15][C:16]1[C:17]([C:26]([NH:28][C:29]2(C(OC)=O)[CH2:31][CH2:30]2)=[O:27])=[CH:18][C:19]2[C:24]([CH:25]=1)=[CH:23][CH:22]=[CH:21][CH:20]=2)=[O:14].Cl.[C:37]([O:40]CC)(=[O:39])C. The catalyst is O.O1CCOCC1. The product is [CH3:3][C:4]1[CH:9]=[C:8]([CH3:10])[CH:7]=[C:6]([CH3:11])[C:5]=1[NH:12][C:13]([NH:15][C:16]1[C:17]([C:26]([NH:28][CH:29]2[CH2:30][CH:31]2[C:37]([OH:40])=[O:39])=[O:27])=[CH:18][C:19]2[C:24]([CH:25]=1)=[CH:23][CH:22]=[CH:21][CH:20]=2)=[O:14]. The yield is 0.180. (2) The reactants are Cl[C:2]1[N:7]=[C:6]([C:8]2[S:12][C:11]([CH:13]([CH3:15])[CH3:14])=[N:10][C:9]=2[C:16]2[CH:17]=[C:18]([NH:22][S:23]([C:26]3[C:31]([F:32])=[CH:30][CH:29]=[CH:28][C:27]=3[F:33])(=[O:25])=[O:24])[CH:19]=[CH:20][CH:21]=2)[CH:5]=[CH:4][N:3]=1.[N:34]1([C:40]2[N:45]=[CH:44][C:43]([NH2:46])=[CH:42][CH:41]=2)[CH2:39][CH2:38][O:37][CH2:36][CH2:35]1. The catalyst is C(O)CCC.CO. The product is [F:33][C:27]1[CH:28]=[CH:29][CH:30]=[C:31]([F:32])[C:26]=1[S:23]([NH:22][C:18]1[CH:19]=[CH:20][CH:21]=[C:16]([C:9]2[N:10]=[C:11]([CH:13]([CH3:15])[CH3:14])[S:12][C:8]=2[C:6]2[CH:5]=[CH:4][N:3]=[C:2]([NH:46][C:43]3[CH:44]=[N:45][C:40]([N:34]4[CH2:35][CH2:36][O:37][CH2:38][CH2:39]4)=[CH:41][CH:42]=3)[N:7]=2)[CH:17]=1)(=[O:25])=[O:24]. The yield is 0.720. (3) The reactants are [F:1][C:2]([F:24])([F:23])[C:3]1[CH:4]=[C:5]([C:13]2[N:17]=[CH:16][N:15](/[CH:18]=[CH:19]\[C:20](O)=[O:21])[N:14]=2)[CH:6]=[C:7]([C:9]([F:12])([F:11])[F:10])[CH:8]=1.Cl.[F:26][C:27]([F:34])([F:33])[C:28]1([OH:32])[CH2:31][NH:30][CH2:29]1.C(P1(=O)OP(CCC)(=O)OP(CCC)(=O)O1)CC.CCN(C(C)C)C(C)C. The catalyst is C(Cl)Cl. The product is [F:24][C:2]([F:1])([F:23])[C:3]1[CH:4]=[C:5]([C:13]2[N:17]=[CH:16][N:15](/[CH:18]=[CH:19]\[C:20]([N:30]3[CH2:31][C:28]([OH:32])([C:27]([F:34])([F:33])[F:26])[CH2:29]3)=[O:21])[N:14]=2)[CH:6]=[C:7]([C:9]([F:10])([F:11])[F:12])[CH:8]=1. The yield is 0.148. (4) The reactants are [O:1]1[CH:5]=[CH:4][CH:3]=[C:2]1[C:6]1[N:11]=[C:10]([NH2:12])[CH:9]=[N:8][C:7]=1[C:13]1[CH:18]=[CH:17][N:16]=[CH:15][CH:14]=1.[F:19][C:20]1[CH:28]=[CH:27][C:23]([C:24](Cl)=[O:25])=[CH:22][CH:21]=1. No catalyst specified. The product is [F:19][C:20]1[CH:28]=[CH:27][C:23]([C:24]([NH:12][C:10]2[CH:9]=[N:8][C:7]([C:13]3[CH:18]=[CH:17][N:16]=[CH:15][CH:14]=3)=[C:6]([C:2]3[O:1][CH:5]=[CH:4][CH:3]=3)[N:11]=2)=[O:25])=[CH:22][CH:21]=1. The yield is 0.450. (5) The reactants are [F:1][C:2]1[CH:3]=[C:4]([C:10]2[C:15]([C:16]3[CH:21]=[CH:20][C:19]([O:22][CH3:23])=[C:18]([F:24])[CH:17]=3)=[N:14][NH:13][C:12](=[O:25])[CH:11]=2)[CH:5]=[CH:6][C:7]=1[O:8][CH3:9].[CH2:26](Br)[C:27]1[CH:32]=[CH:31][CH:30]=[CH:29][CH:28]=1. No catalyst specified. The product is [CH2:26]([N:13]1[C:12](=[O:25])[CH:11]=[C:10]([C:4]2[CH:5]=[CH:6][C:7]([O:8][CH3:9])=[C:2]([F:1])[CH:3]=2)[C:15]([C:16]2[CH:21]=[CH:20][C:19]([O:22][CH3:23])=[C:18]([F:24])[CH:17]=2)=[N:14]1)[C:27]1[CH:32]=[CH:31][CH:30]=[CH:29][CH:28]=1. The yield is 0.999.